From a dataset of Reaction yield outcomes from USPTO patents with 853,638 reactions. Predict the reaction yield, written as a fraction of the theoretical maximum amount of product (1.0 means a 100% yield; for example, 0.34 means a 34% yield). (1) The reactants are [CH2:1]([C:4]([C:11]1[CH:16]=[CH:15][C:14]([C:17]2[C:18]3[NH:22][C:21]([C:23]([C:55]4[CH:60]=[CH:59][C:58]([CH3:61])=[CH:57][CH:56]=4)=[C:24]4[N:54]=[C:27]([C:28]([C:47]5[CH:52]=[CH:51][C:50]([CH3:53])=[CH:49][CH:48]=5)=[C:29]5[NH:46][C:32](=[C:33]([C:39]6[CH:44]=[CH:43][C:42]([CH3:45])=[CH:41][CH:40]=6)[C:34]6[CH:35]=[CH:36][C:37]=2[N:38]=6)[CH:31]=[CH:30]5)[CH:26]=[CH:25]4)=[CH:20][CH:19]=3)=[CH:13][CH:12]=1)([CH2:8][CH:9]=[CH2:10])[CH2:5][CH:6]=[CH2:7])[CH:2]=[CH2:3].[Zn:62](OC(C)=O)OC(C)=O.O.O. The yield is 0.930. The catalyst is C(Cl)(Cl)Cl.CO. The product is [Zn+2:62].[CH2:1]([C:4]([C:11]1[CH:12]=[CH:13][C:14]([C:17]2[C:18]3[NH:22][C:21]([C:23]([C:55]4[CH:56]=[CH:57][C:58]([CH3:61])=[CH:59][CH:60]=4)=[C:24]4[N:54]=[C:27]([C:28]([C:47]5[CH:52]=[CH:51][C:50]([CH3:53])=[CH:49][CH:48]=5)=[C:29]5[NH:46][C:32](=[C:33]([C:39]6[CH:44]=[CH:43][C:42]([CH3:45])=[CH:41][CH:40]=6)[C:34]6[CH:35]=[CH:36][C:37]=2[N:38]=6)[CH:31]=[CH:30]5)[CH:26]=[CH:25]4)=[CH:20][CH:19]=3)=[CH:15][CH:16]=1)([CH2:8][CH:9]=[CH2:10])[CH2:5][CH:6]=[CH2:7])[CH:2]=[CH2:3]. (2) The catalyst is C(Cl)Cl. The yield is 0.610. The reactants are [C:1](Cl)(=[O:4])[CH:2]=[CH2:3].[Cl:6][C:7]1[C:8]([C:32]2[CH:33]=[N:34][N:35]3[CH:40]=[CH:39][CH:38]=[CH:37][C:36]=23)=[N:9][C:10]([NH:13][C:14]2[CH:15]=[C:16]([NH2:31])[C:17]([N:22]3[CH2:25][C:24]4([CH2:29][CH2:28][CH2:27][N:26]4[CH3:30])[CH2:23]3)=[CH:18][C:19]=2[O:20][CH3:21])=[N:11][CH:12]=1. The product is [Cl:6][C:7]1[C:8]([C:32]2[CH:33]=[N:34][N:35]3[CH:40]=[CH:39][CH:38]=[CH:37][C:36]=23)=[N:9][C:10]([NH:13][C:14]2[C:19]([O:20][CH3:21])=[CH:18][C:17]([N:22]3[CH2:23][C:24]4([CH2:29][CH2:28][CH2:27][N:26]4[CH3:30])[CH2:25]3)=[C:16]([NH:31][C:1](=[O:4])[CH:2]=[CH2:3])[CH:15]=2)=[N:11][CH:12]=1. (3) The reactants are [N+:1]([C:4]1[CH:5]=[CH:6][C:7]2[O:12][C@:11]([CH3:18])([CH:13]([O:16][CH3:17])[O:14][CH3:15])[C@@H:10]3[O:19][C@@H:9]3[C:8]=2[CH:20]=1)([O-:3])=[O:2].[F:21][C:22]([F:39])([F:38])[O:23][C:24]1[CH:29]=[CH:28][C:27]([NH:30][CH2:31][C:32]2[N:33]=[N:34][N:35]([CH3:37])[N:36]=2)=[CH:26][CH:25]=1. No catalyst specified. The product is [N+:1]([C:4]1[CH:5]=[CH:6][C:7]2[O:12][C@:11]([CH3:18])([CH:13]([O:16][CH3:17])[O:14][CH3:15])[C@H:10]([OH:19])[C@@H:9]([N:30]([C:27]3[CH:26]=[CH:25][C:24]([O:23][C:22]([F:39])([F:38])[F:21])=[CH:29][CH:28]=3)[CH2:31][C:32]3[N:33]=[N:34][N:35]([CH3:37])[N:36]=3)[C:8]=2[CH:20]=1)([O-:3])=[O:2]. The yield is 0.420. (4) The reactants are [Cl:1][C:2]1[CH:8]=[CH:7][C:5]([NH2:6])=[C:4]([F:9])[CH:3]=1.C(=O)=O.CC(C)=O.C([Li])CCC.Cl[Si](C)(C)CC[Si](Cl)(C)C.[CH2:32]([O:34][C:35](Cl)=[O:36])[CH3:33]. The catalyst is O1CCCC1. The product is [CH2:32]([O:34][C:35](=[O:36])[C:3]1[C:2]([Cl:1])=[CH:8][CH:7]=[C:5]([NH2:6])[C:4]=1[F:9])[CH3:33]. The yield is 0.720. (5) The reactants are FC(F)(F)C(O)=O.C(OC(=O)[NH:14][C@@H:15]([CH2:31][N:32]1[CH2:37][C:36](=[O:38])[N:35]([C:39]2[CH:44]=[CH:43][CH:42]=[CH:41][C:40]=2[Cl:45])[CH2:34][C:33]1([CH3:47])[CH3:46])[C@@H:16]([OH:30])[CH2:17][C@H:18]([C:22](=[O:29])[NH:23][CH2:24][C:25]([CH3:28])([CH3:27])[CH3:26])[CH2:19][CH2:20][CH3:21])(C)(C)C.[C:49]([OH:56])(=[O:55])/[CH:50]=[CH:51]/[C:52]([OH:54])=[O:53].[CH3:57][C:58]([CH3:90])([CH3:89])[CH2:59][NH:60][C:61](=[O:88])[C@H:62]([CH2:85][CH2:86][CH3:87])[CH2:63][C@H:64]([OH:84])[C@@H:65]([NH2:83])[CH2:66][N:67]1[CH2:72][C:71](=[O:73])[N:70]([C:74]2[CH:79]=[CH:78][CH:77]=[CH:76][C:75]=2[Cl:80])[CH2:69][C:68]1([CH3:82])[CH3:81]. The catalyst is C(Cl)Cl.CO. The product is [C:49]([OH:56])(=[O:55])/[CH:50]=[CH:51]/[C:52]([OH:54])=[O:53].[CH3:27][C:25]([CH3:26])([CH3:28])[CH2:24][NH:23][C:22](=[O:29])[C@H:18]([CH2:19][CH2:20][CH3:21])[CH2:17][C@H:16]([OH:30])[C@@H:15]([NH2:14])[CH2:31][N:32]1[CH2:37][C:36](=[O:38])[N:35]([C:39]2[CH:44]=[CH:43][CH:42]=[CH:41][C:40]=2[Cl:45])[CH2:34][C:33]1([CH3:46])[CH3:47].[NH2:83][C@@H:65]([CH2:66][N:67]1[CH2:72][C:71](=[O:73])[N:70]([C:74]2[CH:79]=[CH:78][CH:77]=[CH:76][C:75]=2[Cl:80])[CH2:69][C:68]1([CH3:81])[CH3:82])[C@@H:64]([OH:84])[CH2:63][C@@H:62]([CH2:85][CH2:86][CH3:87])[C:61]([NH:60][CH2:59][C:58]([CH3:90])([CH3:89])[CH3:57])=[O:88]. The yield is 0.840. (6) The catalyst is O1CCCC1. The reactants are [CH3:1][C:2]([CH3:38])([O:5][C:6]1[CH:11]=[CH:10][C:9]([N:12]2[C:17](=[O:18])[C:16]([CH2:19][C:20]3[CH:25]=[CH:24][C:23]([C:26]4[C:27]([C:32]#[N:33])=[CH:28][CH:29]=[CH:30][CH:31]=4)=[CH:22][CH:21]=3)=[C:15]([CH2:34][CH2:35][CH3:36])[N:14]=[C:13]2[CH3:37])=[CH:8][CH:7]=1)[CH:3]=[O:4].[CH3:39][Mg]Br.C(OCC)(=O)C.O. The yield is 0.740. The product is [OH:4][CH:3]([CH3:39])[C:2]([CH3:38])([CH3:1])[O:5][C:6]1[CH:7]=[CH:8][C:9]([N:12]2[C:17](=[O:18])[C:16]([CH2:19][C:20]3[CH:25]=[CH:24][C:23]([C:26]4[C:27]([C:32]#[N:33])=[CH:28][CH:29]=[CH:30][CH:31]=4)=[CH:22][CH:21]=3)=[C:15]([CH2:34][CH2:35][CH3:36])[N:14]=[C:13]2[CH3:37])=[CH:10][CH:11]=1. (7) The reactants are [CH2:1]([C:3]1[C:8](=[O:9])[NH:7][C:6]([CH3:10])=[C:5]([C:11]2[S:15][C:14]([S:16](Cl)(=[O:18])=[O:17])=[CH:13][CH:12]=2)[CH:4]=1)[CH3:2].[C:20]1([N:26]2[CH2:31][CH2:30][NH:29][CH2:28][CH2:27]2)[CH:25]=[CH:24][CH:23]=[CH:22][CH:21]=1.C(OCC)(=O)C. The catalyst is C(Cl)Cl. The product is [CH2:1]([C:3]1[C:8](=[O:9])[NH:7][C:6]([CH3:10])=[C:5]([C:11]2[S:15][C:14]([S:16]([N:29]3[CH2:30][CH2:31][N:26]([C:20]4[CH:25]=[CH:24][CH:23]=[CH:22][CH:21]=4)[CH2:27][CH2:28]3)(=[O:18])=[O:17])=[CH:13][CH:12]=2)[CH:4]=1)[CH3:2]. The yield is 0.950.